From a dataset of Catalyst prediction with 721,799 reactions and 888 catalyst types from USPTO. Predict which catalyst facilitates the given reaction. (1) Reactant: CS(O[CH2:6][C:7]1[N:16]([CH2:17][CH2:18][S:19]([CH3:22])(=[O:21])=[O:20])[C:10]2=[N:11][CH:12]=[C:13]([Cl:15])[CH:14]=[C:9]2[CH:8]=1)(=O)=O.C(=O)([O-])[O-].[Cs+].[Cs+].[F:29][C:30]1[CH:31]=[C:32]2[C:36](=[CH:37][CH:38]=1)[NH:35][C:34](=[O:39])[C:33]12[CH2:41][CH2:40]1. Product: [Cl:15][C:13]1[CH:14]=[C:9]2[CH:8]=[C:7]([CH2:6][N:35]3[C:36]4[C:32](=[CH:31][C:30]([F:29])=[CH:38][CH:37]=4)[C:33]4([CH2:40][CH2:41]4)[C:34]3=[O:39])[N:16]([CH2:17][CH2:18][S:19]([CH3:22])(=[O:21])=[O:20])[C:10]2=[N:11][CH:12]=1. The catalyst class is: 9. (2) Reactant: [CH2:1]([O:8][C:9]([NH:11][C@H:12]([CH2:30][O:31][Si:32]([C:35]([CH3:38])([CH3:37])[CH3:36])([CH3:34])[CH3:33])[CH2:13][CH2:14][C:15]([N:17]1[CH2:22][CH2:21][N:20]([C:23]([O:25][C:26]([CH3:29])([CH3:28])[CH3:27])=[O:24])[CH2:19][CH2:18]1)=[O:16])=[O:10])[C:2]1[CH:7]=[CH:6][CH:5]=[CH:4][CH:3]=1.I[CH3:40].[H-].[Na+]. Product: [CH2:1]([O:8][C:9]([N:11]([CH3:40])[C@H:12]([CH2:30][O:31][Si:32]([C:35]([CH3:38])([CH3:37])[CH3:36])([CH3:34])[CH3:33])[CH2:13][CH2:14][C:15]([N:17]1[CH2:22][CH2:21][N:20]([C:23]([O:25][C:26]([CH3:29])([CH3:28])[CH3:27])=[O:24])[CH2:19][CH2:18]1)=[O:16])=[O:10])[C:2]1[CH:7]=[CH:6][CH:5]=[CH:4][CH:3]=1. The catalyst class is: 3. (3) The catalyst class is: 3. Product: [F:47][CH:46]([F:48])[CH2:45][O:28][C:7]1[C:8]2[C:9](=[O:27])[N:10]([C:14]3[CH:19]=[CH:18][C:17]([CH2:20][C:21]([O:23][CH2:24][CH3:25])=[O:22])=[CH:16][C:15]=3[F:26])[C:11](=[O:13])[C:12]=2[C:4]([O:3][CH2:1][CH3:2])=[C:5]2[CH:32]=[CH:31][CH:30]=[CH:29][C:6]=12. Reactant: [CH2:1]([O:3][C:4]1[C:12]2[C:11](=[O:13])[N:10]([C:14]3[CH:19]=[CH:18][C:17]([CH2:20][C:21]([O:23][CH2:24][CH3:25])=[O:22])=[CH:16][C:15]=3[F:26])[C:9](=[O:27])[C:8]=2[C:7]([OH:28])=[C:6]2[CH:29]=[CH:30][CH:31]=[CH:32][C:5]=12)[CH3:2].C(=O)([O-])[O-].[Na+].[Na+].FC(F)(F)S(O[CH2:45][CH:46]([F:48])[F:47])(=O)=O.O. (4) Reactant: [F:1][C:2]1[CH:7]=[CH:6][CH:5]=[CH:4][C:3]=1[C:8](=[O:10])[CH3:9].[N+:11]([O-])([OH:13])=[O:12].O. Product: [F:1][C:2]1[CH:7]=[CH:6][C:5]([N+:11]([O-:13])=[O:12])=[CH:4][C:3]=1[C:8](=[O:10])[CH3:9]. The catalyst class is: 82. (5) Reactant: [CH2:1]([O:3][C:4]([C:6]1[N:7]([CH3:19])[N:8]=[C:9]([C:11]2[C:16]([F:17])=[CH:15][C:14]([Cl:18])=[CH:13][N:12]=2)[CH:10]=1)=[O:5])[CH3:2].C([O-])(=O)C.[Na+].[Cl:25]Cl. Product: [CH2:1]([O:3][C:4]([C:6]1[N:7]([CH3:19])[N:8]=[C:9]([C:11]2[C:16]([F:17])=[CH:15][C:14]([Cl:18])=[CH:13][N:12]=2)[C:10]=1[Cl:25])=[O:5])[CH3:2]. The catalyst class is: 15. (6) Reactant: [Si:1]([O:18][C@H:19]([C@H:22]1[O:26][C:25](=[O:27])[CH2:24][CH2:23]1)[CH2:20][CH3:21])([C:14]([CH3:17])([CH3:16])[CH3:15])([C:8]1[CH:13]=[CH:12][CH:11]=[CH:10][CH:9]=1)[C:2]1[CH:7]=[CH:6][CH:5]=[CH:4][CH:3]=1.[CH:28]([N-]C(C)C)(C)C.[Li+].IC. Product: [Si:1]([O:18][C@H:19]([C@H:22]1[O:26][C:25](=[O:27])[C@H:24]([CH3:28])[CH2:23]1)[CH2:20][CH3:21])([C:14]([CH3:15])([CH3:16])[CH3:17])([C:8]1[CH:13]=[CH:12][CH:11]=[CH:10][CH:9]=1)[C:2]1[CH:7]=[CH:6][CH:5]=[CH:4][CH:3]=1. The catalyst class is: 1. (7) The catalyst class is: 64. Reactant: [CH2:1]([O:8][C@@H:9]1[C@@H:14]([O:15][CH2:16][C:17]2[CH:22]=[CH:21][CH:20]=[CH:19][CH:18]=2)[C@H:13]([O:23][CH2:24][C:25]2[CH:30]=[CH:29][CH:28]=[CH:27][CH:26]=2)[C@@H:12]([CH2:31][O:32][CH2:33][C:34]2[CH:39]=[CH:38][CH:37]=[CH:36][CH:35]=2)[O:11][C@H:10]1[O:40][C@@H:41]([C@@H:46]([C@@H:55]([CH2:57][O:58][C:59](=[O:65])[CH2:60][CH2:61][C:62]([CH3:64])=[O:63])[OH:56])[O:47][CH2:48][C:49]1[CH:54]=[CH:53][CH:52]=[CH:51][CH:50]=1)[C:42]([OH:45])=[CH:43][OH:44])[C:2]1[CH:7]=[CH:6][CH:5]=[CH:4][CH:3]=1.CC1(C)OO1.CC(C)=O.[CH2:75]([O:79][P:80]([O-:87])([O:82][CH2:83][CH2:84][CH2:85][CH3:86])=O)[CH2:76][CH2:77][CH3:78].[C:88](Cl)(=[O:93])[C:89]([CH3:92])([CH3:91])[CH3:90]. Product: [P:80]([O:44][C@@H:43]1[O:56][C@H:55]([CH2:57][O:58][C:59](=[O:65])[CH2:60][CH2:61][C:62]([CH3:64])=[O:63])[C@@H:46]([O:47][CH2:48][C:49]2[CH:54]=[CH:53][CH:52]=[CH:51][CH:50]=2)[C@H:41]([O:40][C@@H:10]2[O:11][C@H:12]([CH2:31][O:32][CH2:33][C:34]3[CH:35]=[CH:36][CH:37]=[CH:38][CH:39]=3)[C@@H:13]([O:23][CH2:24][C:25]3[CH:30]=[CH:29][CH:28]=[CH:27][CH:26]=3)[C@H:14]([O:15][CH2:16][C:17]3[CH:22]=[CH:21][CH:20]=[CH:19][CH:18]=3)[C@H:9]2[O:8][CH2:1][C:2]2[CH:3]=[CH:4][CH:5]=[CH:6][CH:7]=2)[C@H:42]1[O:45][C:88](=[O:93])[C:89]([CH3:92])([CH3:91])[CH3:90])([O:79][CH2:75][CH2:76][CH2:77][CH3:78])([O:82][CH2:83][CH2:84][CH2:85][CH3:86])=[O:87]. (8) Reactant: [Cl:1][C:2]1[C:3]2[CH:10]=[CH:9][N:8]([C@@H:11]3[O:26][C@H:25]([CH2:27][O:28]CC4C=CC(Cl)=CC=4Cl)[C@@H:14]([O:15]CC4C=CC(Cl)=CC=4Cl)[C@@:12]3([CH3:38])[OH:13])[C:4]=2[N:5]=[CH:6][N:7]=1.B(Cl)(Cl)Cl. Product: [Cl:1][C:2]1[C:3]2[CH:10]=[CH:9][N:8]([C@@H:11]3[O:26][C@H:25]([CH2:27][OH:28])[C@@H:14]([OH:15])[C@@:12]3([CH3:38])[OH:13])[C:4]=2[N:5]=[CH:6][N:7]=1. The catalyst class is: 4.